The task is: Regression/Classification. Given a drug SMILES string, predict its absorption, distribution, metabolism, or excretion properties. Task type varies by dataset: regression for continuous measurements (e.g., permeability, clearance, half-life) or binary classification for categorical outcomes (e.g., BBB penetration, CYP inhibition). Dataset: hlm.. This data is from Human liver microsome stability data. (1) The drug is CC(C)N1C(=O)C(=O)N=C1NC(=NCc1ccccc1)Nc1ccc(Cl)c(Cl)c1. The result is 0 (unstable in human liver microsomes). (2) The molecule is CCCOC(=O)N1CCN(C(=O)c2ccc3c(Cl)ccnc3c2)CC1. The result is 0 (unstable in human liver microsomes). (3) The drug is CS(=O)(=O)Nc1ccc2c(c1)S(=O)(=O)NC(C1=C(O)CC3(CCCC3)N(Cc3ccc(F)cc3)C1=O)=N2. The result is 0 (unstable in human liver microsomes). (4) The molecule is O=c1cc(OCc2ccccc2)ccn1-c1ccc2c(cnn2CC2=NCCN2)c1. The result is 0 (unstable in human liver microsomes). (5) The molecule is O=S1(c2ccc(C(F)(F)F)cc2)=NCCCC1. The result is 0 (unstable in human liver microsomes). (6) The molecule is CCc1nc(N)nc(N)c1-c1ccc2c(c1)N(CCCOC)C(=O)C(CC)(c1cc(F)cc(F)c1)O2. The result is 1 (stable in human liver microsomes). (7) The result is 1 (stable in human liver microsomes). The molecule is CNC(=O)COC[C@H](C)[C@H]1CC[C@@H](C)[C@@H](N(C)c2ncnc3[nH]ccc23)C1.